From a dataset of NCI-60 drug combinations with 297,098 pairs across 59 cell lines. Regression. Given two drug SMILES strings and cell line genomic features, predict the synergy score measuring deviation from expected non-interaction effect. (1) Drug 1: CN1CCC(CC1)COC2=C(C=C3C(=C2)N=CN=C3NC4=C(C=C(C=C4)Br)F)OC. Drug 2: CCC1=C2CN3C(=CC4=C(C3=O)COC(=O)C4(CC)O)C2=NC5=C1C=C(C=C5)O. Cell line: DU-145. Synergy scores: CSS=26.7, Synergy_ZIP=-3.02, Synergy_Bliss=-0.419, Synergy_Loewe=-18.9, Synergy_HSA=-0.508. (2) Drug 1: COC1=NC(=NC2=C1N=CN2C3C(C(C(O3)CO)O)O)N. Drug 2: CCCCCOC(=O)NC1=NC(=O)N(C=C1F)C2C(C(C(O2)C)O)O. Cell line: UACC-257. Synergy scores: CSS=0.330, Synergy_ZIP=-0.345, Synergy_Bliss=-0.439, Synergy_Loewe=-2.55, Synergy_HSA=-1.80. (3) Drug 1: CCN(CC)CCCC(C)NC1=C2C=C(C=CC2=NC3=C1C=CC(=C3)Cl)OC. Drug 2: C1CNP(=O)(OC1)N(CCCl)CCCl. Cell line: NCI/ADR-RES. Synergy scores: CSS=19.0, Synergy_ZIP=-6.90, Synergy_Bliss=-5.04, Synergy_Loewe=-23.8, Synergy_HSA=-7.37. (4) Drug 1: CC12CCC(CC1=CCC3C2CCC4(C3CC=C4C5=CN=CC=C5)C)O. Drug 2: C1C(C(OC1N2C=NC3=C2NC=NCC3O)CO)O. Cell line: IGROV1. Synergy scores: CSS=0.842, Synergy_ZIP=-0.878, Synergy_Bliss=-1.55, Synergy_Loewe=-6.34, Synergy_HSA=-2.69. (5) Drug 1: CC1=C(C=C(C=C1)NC(=O)C2=CC=C(C=C2)CN3CCN(CC3)C)NC4=NC=CC(=N4)C5=CN=CC=C5. Drug 2: C1=NC(=NC(=O)N1C2C(C(C(O2)CO)O)O)N. Cell line: SK-OV-3. Synergy scores: CSS=-4.83, Synergy_ZIP=-2.60, Synergy_Bliss=-8.20, Synergy_Loewe=-15.7, Synergy_HSA=-9.78. (6) Drug 1: C1=CC(=CC=C1CCCC(=O)O)N(CCCl)CCCl. Drug 2: CCC1=C2CN3C(=CC4=C(C3=O)COC(=O)C4(CC)O)C2=NC5=C1C=C(C=C5)O. Cell line: SF-268. Synergy scores: CSS=51.0, Synergy_ZIP=-7.38, Synergy_Bliss=-6.37, Synergy_Loewe=-8.41, Synergy_HSA=-3.64. (7) Drug 1: C1=CC(=CC=C1C#N)C(C2=CC=C(C=C2)C#N)N3C=NC=N3. Drug 2: C1CN(CCN1C(=O)CCBr)C(=O)CCBr. Cell line: HCT116. Synergy scores: CSS=47.4, Synergy_ZIP=0.927, Synergy_Bliss=0.565, Synergy_Loewe=11.8, Synergy_HSA=5.31.